This data is from Full USPTO retrosynthesis dataset with 1.9M reactions from patents (1976-2016). The task is: Predict the reactants needed to synthesize the given product. Given the product [Cl:44][C:45]1[CH:51]=[C:50]([Cl:52])[CH:49]=[CH:48][C:46]=1[NH:47][C:36]([C:34]1[C:33]([O:39][CH2:40][CH:41]([F:42])[F:43])=[CH:32][C:29]2[N:30]([CH3:31])[C:26]([NH:25][C:11]3[C:12]([Cl:24])=[CH:13][CH:14]=[C:15]([CH2:16][NH:17][C:18](=[O:23])[C:19]([CH3:22])([CH3:20])[CH3:21])[C:10]=3[Cl:9])=[N:27][C:28]=2[CH:35]=1)=[O:38], predict the reactants needed to synthesize it. The reactants are: ClC(N(C)C)=C(C)C.[Cl:9][C:10]1[C:15]([CH2:16][NH:17][C:18](=[O:23])[C:19]([CH3:22])([CH3:21])[CH3:20])=[CH:14][CH:13]=[C:12]([Cl:24])[C:11]=1[NH:25][C:26]1[N:30]([CH3:31])[C:29]2[CH:32]=[C:33]([O:39][CH2:40][CH:41]([F:43])[F:42])[C:34]([C:36]([OH:38])=O)=[CH:35][C:28]=2[N:27]=1.[Cl:44][C:45]1[CH:51]=[C:50]([Cl:52])[CH:49]=[CH:48][C:46]=1[NH2:47].N1C=CC=CC=1.